This data is from Forward reaction prediction with 1.9M reactions from USPTO patents (1976-2016). The task is: Predict the product of the given reaction. Given the reactants Cl.Cl.[NH:3]1[CH2:8][CH2:7][NH:6][CH2:5][CH:4]1[C:9]([NH2:11])=[O:10].CCN(CC)CC.[CH3:19][C:20]([O:23][C:24](O[C:24]([O:23][C:20]([CH3:22])([CH3:21])[CH3:19])=[O:25])=[O:25])([CH3:22])[CH3:21], predict the reaction product. The product is: [C:9]([CH:4]1[NH:3][CH2:8][CH2:7][N:6]([C:24]([O:23][C:20]([CH3:22])([CH3:21])[CH3:19])=[O:25])[CH2:5]1)(=[O:10])[NH2:11].